The task is: Regression. Given two drug SMILES strings and cell line genomic features, predict the synergy score measuring deviation from expected non-interaction effect.. This data is from NCI-60 drug combinations with 297,098 pairs across 59 cell lines. (1) Drug 1: C1=NC(=NC(=O)N1C2C(C(C(O2)CO)O)O)N. Drug 2: CCC1(CC2CC(C3=C(CCN(C2)C1)C4=CC=CC=C4N3)(C5=C(C=C6C(=C5)C78CCN9C7C(C=CC9)(C(C(C8N6C)(C(=O)OC)O)OC(=O)C)CC)OC)C(=O)OC)O.OS(=O)(=O)O. Cell line: COLO 205. Synergy scores: CSS=5.53, Synergy_ZIP=-0.833, Synergy_Bliss=1.41, Synergy_Loewe=-6.81, Synergy_HSA=-0.819. (2) Drug 1: CS(=O)(=O)C1=CC(=C(C=C1)C(=O)NC2=CC(=C(C=C2)Cl)C3=CC=CC=N3)Cl. Drug 2: N.N.Cl[Pt+2]Cl. Cell line: NCI-H322M. Synergy scores: CSS=3.28, Synergy_ZIP=0.127, Synergy_Bliss=3.33, Synergy_Loewe=0.927, Synergy_HSA=1.22. (3) Cell line: SR. Drug 1: C1CCN(CC1)CCOC2=CC=C(C=C2)C(=O)C3=C(SC4=C3C=CC(=C4)O)C5=CC=C(C=C5)O. Drug 2: CC(C1=C(C=CC(=C1Cl)F)Cl)OC2=C(N=CC(=C2)C3=CN(N=C3)C4CCNCC4)N. Synergy scores: CSS=49.6, Synergy_ZIP=2.60, Synergy_Bliss=-3.16, Synergy_Loewe=-32.1, Synergy_HSA=-4.21.